From a dataset of Forward reaction prediction with 1.9M reactions from USPTO patents (1976-2016). Predict the product of the given reaction. (1) The product is: [F:1][C:2]1[C:7]([C:8]2[NH:12][CH:11]=[C:10]([CH:22]=[O:23])[CH:9]=2)=[CH:6][CH:5]=[CH:4][N:3]=1. Given the reactants [F:1][C:2]1[C:7]([C:8]2[N:12](S(C3C=CC=CC=3)(=O)=O)[CH:11]=[C:10]([CH:22]=[O:23])[CH:9]=2)=[CH:6][CH:5]=[CH:4][N:3]=1.[OH-].[Na+], predict the reaction product. (2) Given the reactants [P:1]([OH:4])([OH:3])[OH:2].[CH2:5]([Si:7]([CH2:18][CH3:19])([CH2:16][CH3:17])O[Si:7]([CH2:18][CH3:19])([CH2:16][CH3:17])[CH2:5][CH3:6])[CH3:6], predict the reaction product. The product is: [CH2:5]([Si:7]([O:2][PH:1](=[O:4])[O:3][Si:7]([CH2:5][CH3:6])([CH2:16][CH3:17])[CH2:18][CH3:19])([CH2:18][CH3:19])[CH2:16][CH3:17])[CH3:6]. (3) Given the reactants [CH3:1][CH:2]1[CH2:8][C:7]2[CH:9]=[C:10]3[O:15][CH2:14][O:13][C:11]3=[CH:12][C:6]=2[C:5]([C:16]2[CH:21]=[CH:20][C:19]([N+:22]([O-:24])=[O:23])=[CH:18][CH:17]=2)=[N:4][N:3]1[C:25](=[S:27])[NH2:26].Br[CH2:29][C:30](=O)[C:31]([O:33][CH2:34][CH3:35])=[O:32], predict the reaction product. The product is: [CH2:34]([O:33][C:31]([C:30]1[N:26]=[C:25]([N:3]2[CH:2]([CH3:1])[CH2:8][C:7]3[CH:9]=[C:10]4[O:15][CH2:14][O:13][C:11]4=[CH:12][C:6]=3[C:5]([C:16]3[CH:17]=[CH:18][C:19]([N+:22]([O-:24])=[O:23])=[CH:20][CH:21]=3)=[N:4]2)[S:27][CH:29]=1)=[O:32])[CH3:35].